Dataset: Full USPTO retrosynthesis dataset with 1.9M reactions from patents (1976-2016). Task: Predict the reactants needed to synthesize the given product. Given the product [OH:22][C:23]1[CH:30]=[CH:29][C:26]([CH:27]=[CH:1][C:2]2[N:11]([C:12]3[CH:17]=[CH:16][CH:15]=[C:14]([N+:18]([O-:20])=[O:19])[CH:13]=3)[C:10](=[O:21])[C:9]3[C:4](=[CH:5][CH:6]=[CH:7][CH:8]=3)[N:3]=2)=[CH:25][CH:24]=1, predict the reactants needed to synthesize it. The reactants are: [CH3:1][C:2]1[N:11]([C:12]2[CH:17]=[CH:16][CH:15]=[C:14]([N+:18]([O-:20])=[O:19])[CH:13]=2)[C:10](=[O:21])[C:9]2[C:4](=[CH:5][CH:6]=[CH:7][CH:8]=2)[N:3]=1.[OH:22][C:23]1[CH:30]=[CH:29][C:26]([CH:27]=O)=[CH:25][CH:24]=1.C([O-])(=O)C.[Na+].